This data is from Forward reaction prediction with 1.9M reactions from USPTO patents (1976-2016). The task is: Predict the product of the given reaction. Given the reactants [C:1]([C:4]1[CH:5]=[C:6]([NH:10][C:11]([NH:13][NH:14][C:15]([C:17]2[CH:22]=[CH:21][CH:20]=[C:19]([O:23][C:24]3[CH:29]=[CH:28][CH:27]=[C:26]([C:30]([F:33])([F:32])[F:31])[CH:25]=3)[CH:18]=2)=O)=[S:12])[CH:7]=[CH:8][CH:9]=1)(=[O:3])[CH3:2].S(=O)(=O)(O)O, predict the reaction product. The product is: [F:32][C:30]([F:33])([F:31])[C:26]1[CH:25]=[C:24]([CH:29]=[CH:28][CH:27]=1)[O:23][C:19]1[CH:18]=[C:17]([C:15]2[S:12][C:11]([NH:10][C:6]3[CH:5]=[C:4]([C:1](=[O:3])[CH3:2])[CH:9]=[CH:8][CH:7]=3)=[N:13][N:14]=2)[CH:22]=[CH:21][CH:20]=1.